From a dataset of Peptide-MHC class I binding affinity with 185,985 pairs from IEDB/IMGT. Regression. Given a peptide amino acid sequence and an MHC pseudo amino acid sequence, predict their binding affinity value. This is MHC class I binding data. (1) The peptide sequence is SLLSTNLPY. The MHC is HLA-A31:01 with pseudo-sequence HLA-A31:01. The binding affinity (normalized) is 0.149. (2) The peptide sequence is DLSNSMRDF. The MHC is HLA-A31:01 with pseudo-sequence HLA-A31:01. The binding affinity (normalized) is 0.0847. (3) The peptide sequence is GLYSSTVPV. The MHC is HLA-B40:01 with pseudo-sequence HLA-B40:01. The binding affinity (normalized) is 0.112. (4) The MHC is Mamu-B17 with pseudo-sequence Mamu-B17. The binding affinity (normalized) is 0.609. The peptide sequence is CEKTEEETW. (5) The peptide sequence is EETLLTTWL. The MHC is HLA-B07:02 with pseudo-sequence HLA-B07:02. The binding affinity (normalized) is 0.0847. (6) The peptide sequence is KLRGFKKRV. The MHC is HLA-A02:01 with pseudo-sequence HLA-A02:01. The binding affinity (normalized) is 0.113. (7) The peptide sequence is AFPTSCHMFIICF. The MHC is HLA-B45:01 with pseudo-sequence HLA-B45:01. The binding affinity (normalized) is 0.